Dataset: Catalyst prediction with 721,799 reactions and 888 catalyst types from USPTO. Task: Predict which catalyst facilitates the given reaction. (1) Reactant: [NH2:1][CH2:2][CH:3]([CH2:11][C:12]1[CH:17]=[CH:16][C:15]([O:18][CH3:19])=[CH:14][CH:13]=1)[C:4]([O:6][C:7]([CH3:10])([CH3:9])[CH3:8])=[O:5].[CH2:20]([O:27][C:28](=[O:38])[CH2:29][C:30]1([C:35](O)=[O:36])[CH2:34][CH2:33][CH2:32][CH2:31]1)[C:21]1[CH:26]=[CH:25][CH:24]=[CH:23][CH:22]=1.C(Cl)CCl.C1C=NC2N(O)N=NC=2C=1.[NH4+].[OH-]. Product: [CH2:20]([O:27][C:28](=[O:38])[CH2:29][C:30]1([C:35]([NH:1][CH2:2][CH:3]([CH2:11][C:12]2[CH:13]=[CH:14][C:15]([O:18][CH3:19])=[CH:16][CH:17]=2)[C:4]([O:6][C:7]([CH3:8])([CH3:10])[CH3:9])=[O:5])=[O:36])[CH2:31][CH2:32][CH2:33][CH2:34]1)[C:21]1[CH:26]=[CH:25][CH:24]=[CH:23][CH:22]=1. The catalyst class is: 303. (2) Reactant: [Cl:1][C:2]1[S:6][C:5]([C:7]([NH:9][CH2:10][C@@H:11]2[O:15][C:14](=[O:16])[N:13]([C:17]3[CH:22]=[CH:21][C:20]([N:23]4[CH2:28][CH2:27][O:26][CH2:25][C:24]4=[O:29])=[CH:19][CH:18]=3)[CH2:12]2)=[O:8])=[CH:4][CH:3]=1.C[Si](C)(C)[N-][Si](C)(C)C.[Li+].[CH2:40]1[CH2:44]OC[CH2:41]1.IC=CC.[Cl-].[NH4+]. Product: [CH2:44]([CH:25]1[O:26][CH2:27][CH2:28][N:23]([C:20]2[CH:19]=[CH:18][C:17]([N:13]3[CH2:12][C@H:11]([CH2:10][NH:9][C:7]([C:5]4[S:6][C:2]([Cl:1])=[CH:3][CH:4]=4)=[O:8])[O:15][C:14]3=[O:16])=[CH:22][CH:21]=2)[C:24]1=[O:29])[CH:40]=[CH2:41]. The catalyst class is: 56. (3) Reactant: C(O[C:6]([N:8]1[CH2:13][CH2:12][CH:11]([C:14]2[C:23]3[C:18](=[CH:19][C:20]([O:24][CH2:25][CH2:26][CH2:27][N:28]4[CH2:33][CH2:32][NH:31][CH2:30][CH2:29]4)=[CH:21][CH:22]=3)[N:17]=[CH:16][N:15]=2)[CH2:10][CH2:9]1)=[O:7])(C)(C)C.CCN(CC)CC.C(Cl)(OCC1C2C(=CC=CC=2)C2C1=CC=CC=2)=O.Cl.[N+](C1C=CC(OC(=O)[NH:71][C:72]2[CH:77]=[CH:76][C:75]([N:78]3[CH2:83][CH2:82][O:81][CH2:80][CH2:79]3)=[CH:74][CH:73]=2)=CC=1)([O-])=O.C(NCC)C. Product: [N:78]1([C:75]2[CH:74]=[CH:73][C:72]([NH:71][C:6]([N:8]3[CH2:13][CH2:12][CH:11]([C:14]4[C:23]5[C:18](=[CH:19][C:20]([O:24][CH2:25][CH2:26][CH2:27][N:28]6[CH2:33][CH2:32][NH:31][CH2:30][CH2:29]6)=[CH:21][CH:22]=5)[N:17]=[CH:16][N:15]=4)[CH2:10][CH2:9]3)=[O:7])=[CH:77][CH:76]=2)[CH2:79][CH2:80][O:81][CH2:82][CH2:83]1. The catalyst class is: 2.